This data is from Peptide-MHC class I binding affinity with 185,985 pairs from IEDB/IMGT. The task is: Regression. Given a peptide amino acid sequence and an MHC pseudo amino acid sequence, predict their binding affinity value. This is MHC class I binding data. (1) The peptide sequence is LMANLAPHL. The MHC is HLA-A24:02 with pseudo-sequence HLA-A24:02. The binding affinity (normalized) is 0.0437. (2) The peptide sequence is LSPLTKGIL. The MHC is Mamu-A01 with pseudo-sequence Mamu-A01. The binding affinity (normalized) is 1.00. (3) The peptide sequence is RARGETYGRL. The MHC is Mamu-B03 with pseudo-sequence Mamu-B03. The binding affinity (normalized) is 0.208. (4) The peptide sequence is LPFPFLYKFLL. The MHC is HLA-C06:02 with pseudo-sequence HLA-C06:02. The binding affinity (normalized) is 0.0162. (5) The peptide sequence is YFDPANGKF. The MHC is HLA-B07:02 with pseudo-sequence HLA-B07:02. The binding affinity (normalized) is 0.0847.